From a dataset of Full USPTO retrosynthesis dataset with 1.9M reactions from patents (1976-2016). Predict the reactants needed to synthesize the given product. (1) The reactants are: [CH3:1][N:2]1[CH2:15][CH2:14][C:13]2[C:12]3[CH:11]=[C:10]([CH3:16])[CH:9]=[CH:8][C:7]=3[NH:6][C:5]=2[CH2:4][CH2:3]1.[CH:17]([C:19]1[CH:24]=[CH:23][N:22]=[CH:21][CH:20]=1)=[CH2:18].[OH-].[Na+]. Given the product [CH3:1][N:2]1[CH2:15][CH2:14][C:13]2[C:12]3[CH:11]=[C:10]([CH3:16])[CH:9]=[CH:8][C:7]=3[N:6]([CH2:18][CH2:17][C:19]3[CH:24]=[CH:23][N:22]=[CH:21][CH:20]=3)[C:5]=2[CH2:4][CH2:3]1, predict the reactants needed to synthesize it. (2) Given the product [C:27]([O:31][C:32]([N:34]1[CH2:39][CH2:38][CH:37]([NH:40][C:24]([C:21]2[C:17]3[N:18]=[CH:19][N:20]=[C:15]([C:7]4[C:8]5[O:12][CH2:11][O:10][C:9]=5[CH:13]=[CH:14][C:6]=4[O:5][CH2:1][CH2:2][CH2:3][CH3:4])[C:16]=3[NH:23][CH:22]=2)=[O:26])[CH2:36][CH2:35]1)=[O:33])([CH3:30])([CH3:28])[CH3:29], predict the reactants needed to synthesize it. The reactants are: [CH2:1]([O:5][C:6]1[CH:14]=[CH:13][C:9]2[O:10][CH2:11][O:12][C:8]=2[C:7]=1[C:15]1[C:16]2[NH:23][CH:22]=[C:21]([C:24]([OH:26])=O)[C:17]=2[N:18]=[CH:19][N:20]=1)[CH2:2][CH2:3][CH3:4].[C:27]([O:31][C:32]([N:34]1[CH2:39][CH2:38][CH:37]([NH2:40])[CH2:36][CH2:35]1)=[O:33])([CH3:30])([CH3:29])[CH3:28]. (3) Given the product [C:1]([C:5]1[CH:12]=[CH:11][C:8]([CH2:9][NH:24][CH2:23][CH2:22][C:17]2[CH:18]=[CH:19][C:20]([F:21])=[C:15]([Cl:14])[CH:16]=2)=[CH:7][CH:6]=1)([CH3:4])([CH3:3])[CH3:2], predict the reactants needed to synthesize it. The reactants are: [C:1]([C:5]1[CH:12]=[CH:11][C:8]([CH:9]=O)=[CH:7][CH:6]=1)([CH3:4])([CH3:3])[CH3:2].Cl.[Cl:14][C:15]1[CH:16]=[C:17]([CH2:22][CH2:23][NH2:24])[CH:18]=[CH:19][C:20]=1[F:21].C(=O)([O-])[O-].[K+].[K+].[BH4-].[Na+].Cl. (4) Given the product [CH3:1][O:2][C:3](=[O:17])[C:4]1[CH:9]=[CH:8][C:7]([C:10]2[S:11][C:12]([CH:15]=[C:21]3[S:20][C:19](=[S:18])[N:23]([CH2:24][C:25]4[CH:26]=[C:27]([O:35][CH3:36])[C:28]([O:33][CH3:34])=[C:29]([O:31][CH3:32])[CH:30]=4)[C:22]3=[O:37])=[CH:13][CH:14]=2)=[CH:6][CH:5]=1, predict the reactants needed to synthesize it. The reactants are: [CH3:1][O:2][C:3](=[O:17])[C:4]1[CH:9]=[CH:8][C:7]([C:10]2[S:11][C:12]([CH:15]=O)=[CH:13][CH:14]=2)=[CH:6][CH:5]=1.[S:18]=[C:19]1[N:23]([CH2:24][C:25]2[CH:30]=[C:29]([O:31][CH3:32])[C:28]([O:33][CH3:34])=[C:27]([O:35][CH3:36])[CH:26]=2)[C:22](=[O:37])[CH2:21][S:20]1. (5) The reactants are: [CH:1]([N:4]([CH2:8][CH2:9][CH:10]([C:17]1[CH:22]=[C:21]([Br:23])[CH:20]=[CH:19][C:18]=1[O:24][CH2:25][C:26]1[CH:31]=[CH:30][CH:29]=[CH:28][CH:27]=1)[C:11]1[CH:16]=[CH:15][CH:14]=[CH:13][CH:12]=1)[CH:5]([CH3:7])[CH3:6])([CH3:3])[CH3:2].[C:32]1([CH3:59])[CH:37]=[CH:36][C:35]([C:38]([C@@:40]([C:56]([OH:58])=[O:57])([OH:55])[C@@:41]([C:46]([C:48]2[CH:53]=[CH:52][C:51]([CH3:54])=[CH:50][CH:49]=2)=[O:47])([OH:45])[C:42]([OH:44])=[O:43])=[O:39])=[CH:34][CH:33]=1. Given the product [C:32]1([CH3:59])[CH:37]=[CH:36][C:35]([C:38]([C@@:40]([C:56]([OH:58])=[O:57])([OH:55])[C@@:41]([C:46]([C:48]2[CH:49]=[CH:50][C:51]([CH3:54])=[CH:52][CH:53]=2)=[O:47])([OH:45])[C:42]([OH:44])=[O:43])=[O:39])=[CH:34][CH:33]=1.[CH:1]([N:4]([CH2:8][CH2:9][C@@H:10]([C:17]1[CH:22]=[C:21]([Br:23])[CH:20]=[CH:19][C:18]=1[O:24][CH2:25][C:26]1[CH:27]=[CH:28][CH:29]=[CH:30][CH:31]=1)[C:11]1[CH:16]=[CH:15][CH:14]=[CH:13][CH:12]=1)[CH:5]([CH3:7])[CH3:6])([CH3:2])[CH3:3], predict the reactants needed to synthesize it. (6) Given the product [N:16]([CH2:14][C:5]1[C:6]([NH:8][CH2:9][C:10]([CH3:13])([CH3:12])[CH3:11])=[N:7][C:2]([Cl:1])=[N:3][CH:4]=1)=[N+:17]=[N-:18], predict the reactants needed to synthesize it. The reactants are: [Cl:1][C:2]1[N:7]=[C:6]([NH:8][CH2:9][C:10]([CH3:13])([CH3:12])[CH3:11])[C:5]([CH2:14]Cl)=[CH:4][N:3]=1.[N-:16]=[N+:17]=[N-:18].[Na+].